Dataset: Merck oncology drug combination screen with 23,052 pairs across 39 cell lines. Task: Regression. Given two drug SMILES strings and cell line genomic features, predict the synergy score measuring deviation from expected non-interaction effect. (1) Drug 1: CN1C(=O)C=CC2(C)C3CCC4(C)C(NC(=O)OCC(F)(F)F)CCC4C3CCC12. Drug 2: COC1=C2CC(C)CC(OC)C(O)C(C)C=C(C)C(OC(N)=O)C(OC)C=CC=C(C)C(=O)NC(=CC1=O)C2=O. Cell line: EFM192B. Synergy scores: synergy=10.4. (2) Drug 1: CCN(CC)CCNC(=O)c1c(C)[nH]c(C=C2C(=O)Nc3ccc(F)cc32)c1C. Drug 2: NC(=O)c1cccc2cn(-c3ccc(C4CCCNC4)cc3)nc12. Cell line: SKMEL30. Synergy scores: synergy=0.651. (3) Drug 1: COc1cccc2c1C(=O)c1c(O)c3c(c(O)c1C2=O)CC(O)(C(=O)CO)CC3OC1CC(N)C(O)C(C)O1. Drug 2: Cn1c(=O)n(-c2ccc(C(C)(C)C#N)cc2)c2c3cc(-c4cnc5ccccc5c4)ccc3ncc21. Cell line: ES2. Synergy scores: synergy=7.39. (4) Drug 1: CN1C(=O)C=CC2(C)C3CCC4(C)C(NC(=O)OCC(F)(F)F)CCC4C3CCC12. Drug 2: CCc1c2c(nc3ccc(O)cc13)-c1cc3c(c(=O)n1C2)COC(=O)C3(O)CC. Cell line: NCIH23. Synergy scores: synergy=-4.54. (5) Drug 1: N#Cc1ccc(Cn2cncc2CN2CCN(c3cccc(Cl)c3)C(=O)C2)cc1. Drug 2: O=C(NOCC(O)CO)c1ccc(F)c(F)c1Nc1ccc(I)cc1F. Cell line: CAOV3. Synergy scores: synergy=51.3. (6) Drug 1: CCN(CC)CCNC(=O)c1c(C)[nH]c(C=C2C(=O)Nc3ccc(F)cc32)c1C. Drug 2: CCc1c2c(nc3ccc(O)cc13)-c1cc3c(c(=O)n1C2)COC(=O)C3(O)CC. Cell line: A2780. Synergy scores: synergy=4.85. (7) Drug 1: CS(=O)(=O)CCNCc1ccc(-c2ccc3ncnc(Nc4ccc(OCc5cccc(F)c5)c(Cl)c4)c3c2)o1. Drug 2: NC1CCCCC1N.O=C(O)C(=O)O.[Pt+2]. Cell line: LNCAP. Synergy scores: synergy=0.149. (8) Drug 1: NC(=O)c1cccc2cn(-c3ccc(C4CCCNC4)cc3)nc12. Drug 2: Cn1cc(-c2cnn3c(N)c(Br)c(C4CCCNC4)nc23)cn1. Cell line: CAOV3. Synergy scores: synergy=22.4. (9) Drug 1: O=P1(N(CCCl)CCCl)NCCCO1. Drug 2: CS(=O)(=O)CCNCc1ccc(-c2ccc3ncnc(Nc4ccc(OCc5cccc(F)c5)c(Cl)c4)c3c2)o1. Cell line: VCAP. Synergy scores: synergy=-4.83. (10) Drug 1: N#Cc1ccc(Cn2cncc2CN2CCN(c3cccc(Cl)c3)C(=O)C2)cc1. Drug 2: CCC1(O)C(=O)OCc2c1cc1n(c2=O)Cc2cc3c(CN(C)C)c(O)ccc3nc2-1. Cell line: NCIH1650. Synergy scores: synergy=5.55.